This data is from Reaction yield outcomes from USPTO patents with 853,638 reactions. The task is: Predict the reaction yield, written as a fraction of the theoretical maximum amount of product (1.0 means a 100% yield; for example, 0.34 means a 34% yield). (1) The reactants are C(O[C:4]([C:6]1[N:7]=[N:8][C:9]([O:12][CH2:13][C:14]2[C:15]([C:20]3[CH:25]=[CH:24][N:23]=[CH:22][CH:21]=3)=[N:16][O:17][C:18]=2[CH3:19])=[CH:10][CH:11]=1)=[O:5])C.[CH3:26][NH2:27]. No catalyst specified. The product is [CH3:26][NH:27][C:4]([C:6]1[N:7]=[N:8][C:9]([O:12][CH2:13][C:14]2[C:15]([C:20]3[CH:21]=[CH:22][N:23]=[CH:24][CH:25]=3)=[N:16][O:17][C:18]=2[CH3:19])=[CH:10][CH:11]=1)=[O:5]. The yield is 0.170. (2) The reactants are [Br:1][C:2]1[CH:3]=[C:4]([N+:11]([O-:13])=[O:12])[C:5]([CH3:10])=[C:6]([CH:9]=1)[CH:7]=[O:8].I[C:15]1[N:16]=[CH:17][N:18]([S:20]([N:23]([CH3:25])[CH3:24])(=[O:22])=[O:21])[CH:19]=1.[Cl-].[NH4+]. No catalyst specified. The product is [Br:1][C:2]1[CH:3]=[C:4]([N+:11]([O-:13])=[O:12])[C:5]([CH3:10])=[C:6]([CH:7]([OH:8])[C:15]2[N:16]=[CH:17][N:18]([S:20]([N:23]([CH3:25])[CH3:24])(=[O:22])=[O:21])[CH:19]=2)[CH:9]=1. The yield is 0.900. (3) The reactants are Br[C:2]1[CH:3]=[C:4]([N:8]2[C:12]([C:13]3[C:18](=[O:19])[CH:17]=[CH:16][N:15]([C:20]4[CH:25]=[CH:24][N:23]=[CH:22][CH:21]=4)[N:14]=3)=[CH:11][CH:10]=[N:9]2)[CH:5]=[CH:6][CH:7]=1.[C:26]([Si:28]([CH3:31])([CH3:30])[CH3:29])#[CH:27].C1C=CC(P(C2C=CC=CC=2)C2C=CC=CC=2)=CC=1.CNC. The catalyst is C(O)C.CN(C=O)C.[Cu]I.Cl[Pd](Cl)([P](C1C=CC=CC=1)(C1C=CC=CC=1)C1C=CC=CC=1)[P](C1C=CC=CC=1)(C1C=CC=CC=1)C1C=CC=CC=1. The product is [N:23]1[CH:24]=[CH:25][C:20]([N:15]2[CH:16]=[CH:17][C:18](=[O:19])[C:13]([C:12]3[N:8]([C:4]4[CH:5]=[CH:6][CH:7]=[C:2]([C:27]#[C:26][Si:28]([CH3:31])([CH3:30])[CH3:29])[CH:3]=4)[N:9]=[CH:10][CH:11]=3)=[N:14]2)=[CH:21][CH:22]=1. The yield is 0.390. (4) The reactants are [C:1]([O:5][C:6]([N:8]1[CH2:13][CH2:12][CH:11]([C:14]2[CH:19]=[CH:18][C:17]([NH2:20])=[C:16](Br)[CH:15]=2)[CH2:10][CH2:9]1)=[O:7])([CH3:4])([CH3:3])[CH3:2].[S:22]1[CH2:27][CH:26]=[C:25](B2OCC(C)(C)CO2)[CH2:24][CH2:23]1.C([O-])([O-])=O.[Na+].[Na+].CCOC(C)=O. The catalyst is O1CCOCC1.C1C=CC([P]([Pd]([P](C2C=CC=CC=2)(C2C=CC=CC=2)C2C=CC=CC=2)([P](C2C=CC=CC=2)(C2C=CC=CC=2)C2C=CC=CC=2)[P](C2C=CC=CC=2)(C2C=CC=CC=2)C2C=CC=CC=2)(C2C=CC=CC=2)C2C=CC=CC=2)=CC=1. The product is [C:1]([O:5][C:6]([N:8]1[CH2:13][CH2:12][CH:11]([C:14]2[CH:19]=[CH:18][C:17]([NH2:20])=[C:16]([C:25]3[CH2:26][CH2:27][S:22][CH2:23][CH:24]=3)[CH:15]=2)[CH2:10][CH2:9]1)=[O:7])([CH3:4])([CH3:3])[CH3:2]. The yield is 0.670. (5) The reactants are Cl.[NH2:2][C:3]1([CH3:11])[CH2:9][CH2:8][C:7](=[O:10])[NH:6][C:4]1=[O:5].[N+:12]([C:15]1[CH:25]=[CH:24][CH:23]=[C:17]2[C:18]([O:20][C:21](=O)[C:16]=12)=[O:19])([O-:14])=[O:13].C([O-])(=O)C.[Na+]. The catalyst is C(O)(=O)C. The product is [N+:12]([C:15]1[CH:25]=[CH:24][CH:23]=[C:17]2[C:18]([N:2]([C:3]3([CH3:11])[CH2:9][CH2:8][C:7](=[O:10])[NH:6][C:4]3=[O:5])[C:21](=[O:20])[C:16]=12)=[O:19])([O-:14])=[O:13]. The yield is 0.680. (6) The reactants are [C:1]1([C:7]2[NH:11][CH:10]=[C:9]([CH:12]=[O:13])[CH:8]=2)[CH:6]=[CH:5][CH:4]=[CH:3][CH:2]=1.[H-].[Na+].C1OCCOCCOCCOCCOC1.[Cl:31][C:32]1[N:37]=[CH:36][C:35]([S:38](Cl)(=[O:40])=[O:39])=[CH:34][CH:33]=1. The catalyst is O1CCCC1.C(OCC)(=O)C. The product is [Cl:31][C:32]1[N:37]=[CH:36][C:35]([S:38]([N:11]2[C:7]([C:1]3[CH:6]=[CH:5][CH:4]=[CH:3][CH:2]=3)=[CH:8][C:9]([CH:12]=[O:13])=[CH:10]2)(=[O:40])=[O:39])=[CH:34][CH:33]=1. The yield is 0.730.